Dataset: Forward reaction prediction with 1.9M reactions from USPTO patents (1976-2016). Task: Predict the product of the given reaction. Given the reactants [CH2:1]([NH:5][C:6]1[N:11]=[C:10]([NH:12][CH:13]2[CH2:18][CH2:17][CH:16]([OH:19])[CH2:15][CH2:14]2)[C:9]([C:20]2[N:25]=[CH:24][C:23]([CH2:26][CH:27]3[CH2:31][C:30](=O)[NH:29][C:28]3=O)=[CH:22][CH:21]=2)=[CH:8][N:7]=1)[CH2:2][CH2:3][CH3:4].[H-].[H-].[H-].[H-].[Li+].[Al+3], predict the reaction product. The product is: [CH2:1]([NH:5][C:6]1[N:11]=[C:10]([NH:12][C@H:13]2[CH2:14][CH2:15][C@H:16]([OH:19])[CH2:17][CH2:18]2)[C:9]([C:20]2[CH:21]=[CH:22][C:23]([CH2:26][CH:27]3[CH2:31][CH2:30][NH:29][CH2:28]3)=[CH:24][N:25]=2)=[CH:8][N:7]=1)[CH2:2][CH2:3][CH3:4].